Dataset: Forward reaction prediction with 1.9M reactions from USPTO patents (1976-2016). Task: Predict the product of the given reaction. (1) Given the reactants [NH2:1][C:2]([C:4]1[CH:5]=[C:6](B(O)O)[CH:7]=[CH:8][CH:9]=1)=[O:3].I[C:14]1[CH:21]=[CH:20][C:17]([C:18]#[N:19])=[CH:16][C:15]=1[C:22]([F:25])([F:24])[F:23], predict the reaction product. The product is: [C:18]([C:17]1[CH:20]=[CH:21][C:14]([C:6]2[CH:7]=[CH:8][CH:9]=[C:4]([C:2]([NH2:1])=[O:3])[CH:5]=2)=[C:15]([C:22]([F:23])([F:24])[F:25])[CH:16]=1)#[N:19]. (2) Given the reactants BrN1C(=[O:7])CCC1=O.N(C(C)(C)C#N)=NC(C)(C)C#N.[Br:21][C:22]1[CH:27]=[C:26]([CH3:28])[CH:25]=[CH:24][C:23]=1[C:29]1[O:33][CH:32]=[N:31][CH:30]=1, predict the reaction product. The product is: [Br:21][C:22]1[CH:27]=[C:26]([CH:25]=[CH:24][C:23]=1[C:29]1[O:33][CH:32]=[N:31][CH:30]=1)[CH:28]=[O:7]. (3) The product is: [CH2:1]([N:3]1[CH:11]=[C:10]2[C:5]([CH:6]=[C:7]([C:13]([O:15][CH3:16])=[O:14])[CH:8]=[C:9]2[O:12][C:18]2[CH:23]=[CH:22][C:21]([S:24]([CH3:27])(=[O:26])=[O:25])=[CH:20][CH:19]=2)=[N:4]1)[CH3:2]. Given the reactants [CH2:1]([N:3]1[CH:11]=[C:10]2[C:5]([CH:6]=[C:7]([C:13]([O:15][CH3:16])=[O:14])[CH:8]=[C:9]2[OH:12])=[N:4]1)[CH3:2].F[C:18]1[CH:23]=[CH:22][C:21]([S:24]([CH3:27])(=[O:26])=[O:25])=[CH:20][CH:19]=1, predict the reaction product. (4) Given the reactants [H-].[Na+].[C:3]([Si:7]([CH3:19])([CH3:18])[O:8][C:9]1[CH:14]=[CH:13][C:12]([OH:15])=[CH:11][C:10]=1[O:16][CH3:17])([CH3:6])([CH3:5])[CH3:4].[CH2:20]([CH:22]1[O:24][CH2:23]1)Cl, predict the reaction product. The product is: [C:3]([Si:7]([O:8][C:9]1[CH:14]=[CH:13][C:12]([O:15][CH2:20][CH:22]2[CH2:23][O:24]2)=[CH:11][C:10]=1[O:16][CH3:17])([CH3:19])[CH3:18])([CH3:6])([CH3:5])[CH3:4]. (5) The product is: [CH3:9][N:5]1[CH:6]=[CH:7][N:8]=[C:4]1[N+:1]([O-:3])=[O:2]. Given the reactants [N+:1]([C:4]1[NH:5][CH:6]=[CH:7][N:8]=1)([O-:3])=[O:2].[C:9](=O)([O-])[O-].[Cs+].[Cs+].CI, predict the reaction product. (6) Given the reactants Br[CH:2]1[C:6](=O)[CH2:5][CH2:4][CH:3]1[C:8]#[N:9].[NH2:10][C:11]([NH2:13])=[S:12], predict the reaction product. The product is: [NH2:13][C:11]1[S:12][C:2]2[CH:3]([C:8]#[N:9])[CH2:4][CH2:5][C:6]=2[N:10]=1. (7) Given the reactants [Li+].[OH-:2].C1[CH2:7][O:6]CC1.O.C(OC([C:14]1[N:15]=[C:16]([NH:19][C:20](=[O:46])[C@@H:21]([NH:29][C:30](=[O:45])/[CH:31]=[CH:32]/[C:33]2[CH:38]=[C:37]([Cl:39])[CH:36]=[CH:35][C:34]=2[N:40]2[CH:44]=[N:43][N:42]=[N:41]2)[CH2:22][C:23]2[CH:28]=[CH:27][CH:26]=[CH:25][CH:24]=2)[S:17][CH:18]=1)=O)C.ClCl, predict the reaction product. The product is: [Cl:39][C:37]1[CH:36]=[CH:35][C:34]([N:40]2[CH:44]=[N:43][N:42]=[N:41]2)=[C:33](/[CH:32]=[CH:31]/[C:30]([NH:29][C@@H:21]([CH2:22][C:23]2[CH:28]=[CH:27][CH:26]=[CH:25][CH:24]=2)[C:20]([NH:19][C:16]2[S:17][C:18]([C:7]([OH:6])=[O:2])=[CH:14][N:15]=2)=[O:46])=[O:45])[CH:38]=1. (8) Given the reactants [CH:1]1([CH2:4][O:5][C:6]2[CH:11]=[CH:10][C:9]([O:12][CH3:13])=[CH:8][C:7]=2[C:14]2[C:15]3[NH:22][CH:21]=[C:20]([C:23](O)=[O:24])[C:16]=3[N:17]=[CH:18][N:19]=2)[CH2:3][CH2:2]1.[C:26]([O:30][C:31](=[O:40])[NH:32][C@H:33]1[CH2:38][CH2:37][C@H:36]([NH2:39])[CH2:35][CH2:34]1)([CH3:29])([CH3:28])[CH3:27], predict the reaction product. The product is: [C:26]([O:30][C:31](=[O:40])[NH:32][C@H:33]1[CH2:34][CH2:35][C@H:36]([NH:39][C:23]([C:20]2[C:16]3[N:17]=[CH:18][N:19]=[C:14]([C:7]4[CH:8]=[C:9]([O:12][CH3:13])[CH:10]=[CH:11][C:6]=4[O:5][CH2:4][CH:1]4[CH2:3][CH2:2]4)[C:15]=3[NH:22][CH:21]=2)=[O:24])[CH2:37][CH2:38]1)([CH3:29])([CH3:27])[CH3:28]. (9) Given the reactants [NH2:1][CH2:2][P:3](=[O:10])([O:7][CH2:8][CH3:9])[O:4][CH2:5][CH3:6].[O:11]1[CH:15]=[CH:14][CH:13]=[C:12]1B(O)O.O.[C:20]([OH:24])(=[O:23])[CH:21]=O.[NH4+].[OH-], predict the reaction product. The product is: [CH2:5]([O:4][P:3]([CH2:2][NH:1][CH:21]([C:12]1[O:11][CH:15]=[CH:14][CH:13]=1)[C:20]([OH:24])=[O:23])([O:7][CH2:8][CH3:9])=[O:10])[CH3:6].